From a dataset of Catalyst prediction with 721,799 reactions and 888 catalyst types from USPTO. Predict which catalyst facilitates the given reaction. (1) Reactant: [N+:1]([CH2:4][C:5]([O:7][CH2:8][CH3:9])=[O:6])([O-:3])=O.[CH2:10]([OH:15])[CH2:11][CH2:12][C:13]#[CH:14].N12CCN(CC1)CC2. Product: [OH:15][CH2:10][CH2:11][CH2:12][C:13]1[O:3][N:1]=[C:4]([C:5]([O:7][CH2:8][CH3:9])=[O:6])[CH:14]=1. The catalyst class is: 8. (2) Reactant: [CH:1]1([CH:7](O)[C:8]2[CH:9]=[C:10]([C:14]3[CH:15]=[C:16]([CH:20]=[CH:21][CH:22]=3)[C:17]([NH2:19])=[O:18])[O:11][C:12]=2[CH3:13])[CH2:6][CH2:5][CH2:4][CH2:3][CH2:2]1.[NH2:24][C:25]1[CH:30]=[CH:29][C:28]([C:31]([N:33]([CH3:41])[CH2:34][CH2:35][C:36]([O:38]CC)=[O:37])=[O:32])=[CH:27][CH:26]=1.C(=O)([O-])[O-].[Na+].[Na+].[I-].[Na+]. Product: [C:17]([C:16]1[CH:15]=[C:14]([C:10]2[O:11][C:12]([CH3:13])=[C:8]([CH:7]([NH:24][C:25]3[CH:26]=[CH:27][C:28]([C:31]([N:33]([CH3:41])[CH2:34][CH2:35][C:36]([OH:38])=[O:37])=[O:32])=[CH:29][CH:30]=3)[CH:1]3[CH2:6][CH2:5][CH2:4][CH2:3][CH2:2]3)[CH:9]=2)[CH:22]=[CH:21][CH:20]=1)(=[O:18])[NH2:19]. The catalyst class is: 395. (3) Reactant: C(N(CC)C(C)C)(C)C.[C:10]([N:17]1[CH2:24][CH2:23][CH2:22][C@H:18]1[C:19]([OH:21])=O)([O:12][C:13]([CH3:16])([CH3:15])[CH3:14])=[O:11].CN(C(ON1N=NC2C=CC=NC1=2)=[N+](C)C)C.F[P-](F)(F)(F)(F)F.Cl.[NH2:50][CH2:51][C:52]([C:54]1[CH:59]=[CH:58][C:57]([Br:60])=[CH:56][CH:55]=1)=[O:53]. Product: [Br:60][C:57]1[CH:56]=[CH:55][C:54]([C:52](=[O:53])[CH2:51][NH:50][C:19]([C@@H:18]2[CH2:22][CH2:23][CH2:24][N:17]2[C:10]([O:12][C:13]([CH3:14])([CH3:15])[CH3:16])=[O:11])=[O:21])=[CH:59][CH:58]=1. The catalyst class is: 9. (4) Reactant: [N+:1]([C:4]1[CH:5]=[C:6]([CH:10]=[CH:11][CH:12]=1)[C:7](Cl)=[O:8])([O-:3])=[O:2].[CH3:13][O:14][C:15]1[CH:16]=[C:17]([CH:20]=[CH:21][CH:22]=1)[CH2:18][NH2:19].CCN(CC)CC.Cl. Product: [N+:1]([C:4]1[CH:5]=[C:6]([CH:10]=[CH:11][CH:12]=1)[C:7]([NH:19][CH2:18][C:17]1[CH:20]=[CH:21][CH:22]=[C:15]([O:14][CH3:13])[CH:16]=1)=[O:8])([O-:3])=[O:2]. The catalyst class is: 2. (5) Reactant: [CH3:1][CH:2]([CH3:14])[CH:3]([C:5]1[NH:13][C:8]2=[CH:9][N:10]=[CH:11][CH:12]=[C:7]2[CH:6]=1)[OH:4]. Product: [CH3:1][CH:2]([CH3:14])[C:3]([C:5]1[NH:13][C:8]2=[CH:9][N:10]=[CH:11][CH:12]=[C:7]2[CH:6]=1)=[O:4]. The catalyst class is: 485. (6) Reactant: [CH2:1]1[C:9]2[C:4](=[CH:5][CH:6]=[CH:7][CH:8]=2)[CH:3]=[CH:2]1.C([Li])CCC.Cl[CH2:16][C:17]1[CH:22]=[CH:21][CH:20]=[CH:19][C:18]=1[F:23].O. Product: [F:23][C:18]1[CH:19]=[CH:20][CH:21]=[CH:22][C:17]=1[CH2:16][CH:1]1[C:9]2[C:4](=[CH:5][CH:6]=[CH:7][CH:8]=2)[CH:3]=[CH:2]1. The catalyst class is: 27. (7) Reactant: C[O-].[Na+].C[O:5][C:6]1[CH:11]=[CH:10][CH:9]=[CH:8][C:7]=1[C:12](=[NH:14])[NH2:13].[CH3:15][C:16]1([CH3:27])[CH2:21][CH2:20][CH2:19][C:18](=O)[CH:17]1[C:23](OC)=[O:24]. Product: [OH:5][C:6]1[CH:11]=[CH:10][CH:9]=[CH:8][C:7]=1[C:12]1[NH:13][C:18]2[CH2:19][CH2:20][CH2:21][C:16]([CH3:27])([CH3:15])[C:17]=2[C:23](=[O:24])[N:14]=1. The catalyst class is: 5. (8) Reactant: [C:1](#[N:5])[CH2:2][C:3]#[N:4].C(N(CC)CC)C.[F:13][C:14]1[CH:22]=[CH:21][C:17]([C:18](Cl)=[O:19])=[CH:16][CH:15]=1. Product: [F:13][C:14]1[CH:22]=[CH:21][C:17]([C:18]([OH:19])=[C:2]([C:1]#[N:5])[C:3]#[N:4])=[CH:16][CH:15]=1. The catalyst class is: 182. (9) Reactant: [CH2:1]([N:8]1[CH2:13][CH2:12][N:11]([C:14]([C@@H:16]2[CH2:21][CH2:20][CH2:19][CH2:18][N:17]2[C:22](OC(C)(C)C)=O)=O)[CH2:10][CH2:9]1)[C:2]1[CH:7]=[CH:6][CH:5]=[CH:4][CH:3]=1.[H-].[Al+3].[Li+].[H-].[H-].[H-]. Product: [CH2:1]([N:8]1[CH2:9][CH2:10][N:11]([CH2:14][C@@H:16]2[CH2:21][CH2:20][CH2:19][CH2:18][N:17]2[CH3:22])[CH2:12][CH2:13]1)[C:2]1[CH:7]=[CH:6][CH:5]=[CH:4][CH:3]=1. The catalyst class is: 1. (10) Reactant: [C:1]([O:9]CC)(=O)[CH2:2][C:3]([O:5][CH2:6][CH3:7])=[O:4].[H-].[Na+].[F:14][C:15]1[CH:35]=[N:34][C:18]2[N:19]([CH2:25][C:26]3[CH:31]=[CH:30][C:29]([O:32][CH3:33])=[CH:28][CH:27]=3)C(=O)[O:21][C:22](=O)[C:17]=2[CH:16]=1.Cl. Product: [CH2:6]([O:5][C:3]([C:2]1[C:1](=[O:9])[N:19]([CH2:25][C:26]2[CH:31]=[CH:30][C:29]([O:32][CH3:33])=[CH:28][CH:27]=2)[C:18]2[C:17]([C:22]=1[OH:21])=[CH:16][C:15]([F:14])=[CH:35][N:34]=2)=[O:4])[CH3:7]. The catalyst class is: 44.